From a dataset of Forward reaction prediction with 1.9M reactions from USPTO patents (1976-2016). Predict the product of the given reaction. (1) The product is: [O:1]=[C:2]1[CH2:5][C:4]([C:6]([O:8][CH:9]([CH3:11])[CH3:10])=[O:7])([C:12]([O:14][CH:15]([CH3:16])[CH3:17])=[O:13])[CH2:3]1. Given the reactants [OH:1][CH:2]1[CH2:5][C:4]([C:12]([O:14][CH:15]([CH3:17])[CH3:16])=[O:13])([C:6]([O:8][CH:9]([CH3:11])[CH3:10])=[O:7])[CH2:3]1.CC(OI1(OC(C)=O)(OC(C)=O)OC(=O)C2C1=CC=CC=2)=O, predict the reaction product. (2) Given the reactants IC1C=CC(C2[CH2:13][CH2:12][CH2:11][C:10](=[O:14])C2)=CC=1.I[C:16]1[CH:21]=[CH:20][C:19]([CH:22]2[CH2:27][CH2:26][CH2:25][CH:24]([NH:28][CH:29]([C:31]3[C:40]4[C:35](=[CH:36][CH:37]=[CH:38][CH:39]=4)[CH:34]=[CH:33][CH:32]=3)[CH3:30])[CH2:23]2)=[CH:18][CH:17]=1.[Li]CCCC.C1(=O)CCC1, predict the reaction product. The product is: [C:31]1([C@H:29]([NH:28][CH:24]2[CH2:25][CH2:26][CH2:27][CH:22]([C:19]3[CH:20]=[CH:21][C:16]([C:10]4([OH:14])[CH2:11][CH2:12][CH2:13]4)=[CH:17][CH:18]=3)[CH2:23]2)[CH3:30])[C:40]2[C:35](=[CH:36][CH:37]=[CH:38][CH:39]=2)[CH:34]=[CH:33][CH:32]=1. (3) Given the reactants [H-].[Na+].[CH3:3]I.[Br:5][CH2:6][CH2:7][C:8]1[C:16]2[C:11](=[CH:12][CH:13]=[C:14]([O:17][CH3:18])[CH:15]=2)[NH:10][CH:9]=1, predict the reaction product. The product is: [Br:5][CH2:6][CH2:7][C:8]1[C:16]2[C:11](=[CH:12][CH:13]=[C:14]([O:17][CH3:18])[CH:15]=2)[N:10]([CH3:3])[CH:9]=1. (4) Given the reactants N(C(OC(C)C)=O)=NC(OC(C)C)=O.[F:15][CH2:16][CH2:17][N:18]1[CH2:23][CH2:22][N:21]([CH2:24][CH2:25][CH2:26][OH:27])[CH2:20][CH2:19]1.C1(P(C2C=CC=CC=2)C2C=CC=CC=2)C=CC=CC=1.[F:47][C:48]1[C:56]([O:57][C:58]2[C:67]3[C:62](=[CH:63][C:64](O)=[C:65]([O:68][CH3:69])[CH:66]=3)[N:61]=[CH:60][N:59]=2)=[CH:55][CH:54]=[C:53]2[C:49]=1[CH:50]=[C:51]([CH3:71])[NH:52]2, predict the reaction product. The product is: [F:15][CH2:16][CH2:17][N:18]1[CH2:23][CH2:22][N:21]([CH2:24][CH2:25][CH2:26][O:27][C:64]2[CH:63]=[C:62]3[C:67]([C:58]([O:57][C:56]4[C:48]([F:47])=[C:49]5[C:53](=[CH:54][CH:55]=4)[NH:52][C:51]([CH3:71])=[CH:50]5)=[N:59][CH:60]=[N:61]3)=[CH:66][C:65]=2[O:68][CH3:69])[CH2:20][CH2:19]1. (5) Given the reactants [Cl:1][C:2]1[N:3]=[C:4]([N:19]2[CH2:24][CH2:23][O:22][CH2:21][CH2:20]2)[C:5]2[S:10][C:9]([CH2:11][N:12]3[CH2:17][CH2:16][NH:15][CH2:14][CH2:13]3)=[C:8]([CH3:18])[C:6]=2[N:7]=1.C(N(CC)CC)C.[CH:32]1([S:35](Cl)(=[O:37])=[O:36])[CH2:34][CH2:33]1, predict the reaction product. The product is: [Cl:1][C:2]1[N:3]=[C:4]([N:19]2[CH2:24][CH2:23][O:22][CH2:21][CH2:20]2)[C:5]2[S:10][C:9]([CH2:11][N:12]3[CH2:17][CH2:16][N:15]([S:35]([CH:32]4[CH2:34][CH2:33]4)(=[O:37])=[O:36])[CH2:14][CH2:13]3)=[C:8]([CH3:18])[C:6]=2[N:7]=1.